Dataset: Full USPTO retrosynthesis dataset with 1.9M reactions from patents (1976-2016). Task: Predict the reactants needed to synthesize the given product. (1) Given the product [F:25][C:22]1[CH:23]=[CH:24][C:19]([O:18][C:14]2[CH:13]=[C:12]([S:9]([CH2:8][CH2:7][CH2:6][NH2:40])(=[O:11])=[O:10])[CH:17]=[CH:16][CH:15]=2)=[CH:20][C:21]=1[C:26]1[C:35]2[C:30](=[C:31]([C:36]([F:37])([F:39])[F:38])[CH:32]=[CH:33][CH:34]=2)[N:29]=[CH:28][N:27]=1, predict the reactants needed to synthesize it. The reactants are: CS(O[CH2:6][CH2:7][CH2:8][S:9]([C:12]1[CH:17]=[CH:16][CH:15]=[C:14]([O:18][C:19]2[CH:24]=[CH:23][C:22]([F:25])=[C:21]([C:26]3[C:35]4[C:30](=[C:31]([C:36]([F:39])([F:38])[F:37])[CH:32]=[CH:33][CH:34]=4)[N:29]=[CH:28][N:27]=3)[CH:20]=2)[CH:13]=1)(=[O:11])=[O:10])(=O)=O.[NH3:40]. (2) Given the product [N:1]1([CH2:6][CH:7]2[CH2:8][CH2:9][N:10]([C:13]3[CH:20]=[CH:19][C:16]([CH2:17][N:30]4[CH2:31][CH2:32][CH:27]([CH2:26][OH:25])[CH2:28][CH2:29]4)=[CH:15][C:14]=3[C:21]([F:22])([F:23])[F:24])[CH2:11][CH2:12]2)[CH2:2][CH2:3][CH2:4][CH2:5]1, predict the reactants needed to synthesize it. The reactants are: [N:1]1([CH2:6][CH:7]2[CH2:12][CH2:11][N:10]([C:13]3[CH:20]=[CH:19][C:16]([CH:17]=O)=[CH:15][C:14]=3[C:21]([F:24])([F:23])[F:22])[CH2:9][CH2:8]2)[CH2:5][CH2:4][CH2:3][CH2:2]1.[OH:25][CH2:26][CH:27]1[CH2:32][CH2:31][NH:30][CH2:29][CH2:28]1. (3) Given the product [CH3:16][O:17][C:18](=[O:36])[CH:19]([C:29]1[CH:34]=[CH:33][CH:32]=[CH:31][C:30]=1[Cl:35])[N:20]1[CH2:25][CH2:24][C:23]2[S:26][CH:27]=[CH:28][C:22]=2[CH2:21]1, predict the reactants needed to synthesize it. The reactants are: C12(CS(O)(=O)=O)C(C)(C)C(CC1)CC2=O.[CH3:16][O:17][C:18](=[O:36])[CH:19]([C:29]1[CH:34]=[CH:33][CH:32]=[CH:31][C:30]=1[Cl:35])[N:20]1[CH2:25][CH2:24][C:23]2[S:26][CH:27]=[CH:28][C:22]=2[CH2:21]1.[Na]. (4) Given the product [C:20]1([C:19]2[C:14]3[CH:13]=[N:12][C:11]([N:1]4[CH2:6][CH2:5][NH:4][CH2:3][CH2:2]4)=[N:16][C:15]=3[O:17][C:18]=2[C:26]2[CH:31]=[CH:30][C:29]([C:32]3([NH:36][C:37](=[O:43])[O:38][C:39]([CH3:41])([CH3:40])[CH3:42])[CH2:33][CH2:34][CH2:35]3)=[CH:28][CH:27]=2)[CH:21]=[CH:22][CH:23]=[CH:24][CH:25]=1, predict the reactants needed to synthesize it. The reactants are: [NH:1]1[CH2:6][CH2:5][NH:4][CH2:3][CH2:2]1.CS([C:11]1[N:12]=[CH:13][C:14]2[C:19]([C:20]3[CH:25]=[CH:24][CH:23]=[CH:22][CH:21]=3)=[C:18]([C:26]3[CH:31]=[CH:30][C:29]([C:32]4([NH:36][C:37](=[O:43])[O:38][C:39]([CH3:42])([CH3:41])[CH3:40])[CH2:35][CH2:34][CH2:33]4)=[CH:28][CH:27]=3)[O:17][C:15]=2[N:16]=1)(=O)=O. (5) Given the product [CH3:24][O:25][C:26]1[CH:27]=[C:28]([CH:34]=[C:35]([O:37][CH3:38])[CH:36]=1)[O:29][C@@H:30]([C@:9]1([C:14]2[CH:15]=[CH:16][CH:17]=[CH:18][C:19]=2[F:20])[NH:10][CH2:11][C:12](=[O:13])[N:2]([CH3:1])[C:3]2[CH:4]=[CH:5][C:6]([N+:21]([O-:23])=[O:22])=[CH:7][C:8]1=2)[C:31]([OH:33])=[O:32], predict the reactants needed to synthesize it. The reactants are: [CH3:1][N:2]1[C:12](=[O:13])[CH2:11][N:10]=[C:9]([C:14]2[CH:15]=[CH:16][CH:17]=[CH:18][C:19]=2[F:20])[C:8]2[CH:7]=[C:6]([N+:21]([O-:23])=[O:22])[CH:5]=[CH:4][C:3]1=2.[CH3:24][O:25][C:26]1[CH:27]=[C:28]([CH:34]=[C:35]([O:37][CH3:38])[CH:36]=1)[O:29][CH2:30][C:31]([OH:33])=[O:32]. (6) The reactants are: [O:1]1[CH2:3][CH:2]1[C:4]1[CH:9]=[CH:8][C:7]([C:10]2[N:14]=[C:13]([C:15]3[O:19][N:18]=[C:17]([C:20]4[CH:25]=[CH:24][CH:23]=[CH:22][CH:21]=4)[C:16]=3[C:26]([F:29])([F:28])[F:27])[O:12][N:11]=2)=[CH:6][CH:5]=1.[OH:30][CH:31]1[CH2:36][NH:35][CH2:34][CH:33]([C:37]([OH:39])=[O:38])[CH2:32]1.C(=O)([O-])[O-].[Cs+].[Cs+]. Given the product [OH:30][CH:31]1[CH2:36][N:35]([CH2:3][CH:2]([OH:1])[C:4]2[CH:5]=[CH:6][C:7]([C:10]3[N:14]=[C:13]([C:15]4[O:19][N:18]=[C:17]([C:20]5[CH:25]=[CH:24][CH:23]=[CH:22][CH:21]=5)[C:16]=4[C:26]([F:27])([F:28])[F:29])[O:12][N:11]=3)=[CH:8][CH:9]=2)[CH2:34][CH:33]([C:37]([OH:39])=[O:38])[CH2:32]1, predict the reactants needed to synthesize it. (7) Given the product [F:1][C:2]1[CH:19]=[C:18]([F:20])[C:17]([I:21])=[CH:16][C:3]=1[C:4](/[C:6](=[CH:12]/[NH:22][C@@H:23]([CH:26]([CH3:28])[CH3:27])[CH2:24][OH:25])/[C:7]([O:9][CH2:10][CH3:11])=[O:8])=[O:5], predict the reactants needed to synthesize it. The reactants are: [F:1][C:2]1[CH:19]=[C:18]([F:20])[C:17]([I:21])=[CH:16][C:3]=1[C:4](/[C:6](=[CH:12]/N(C)C)/[C:7]([O:9][CH2:10][CH3:11])=[O:8])=[O:5].[NH2:22][C@@H:23]([CH:26]([CH3:28])[CH3:27])[CH2:24][OH:25].